The task is: Predict the reactants needed to synthesize the given product.. This data is from Full USPTO retrosynthesis dataset with 1.9M reactions from patents (1976-2016). (1) Given the product [NH2:28][C@H:25]1[CH2:26][CH2:27][N:23]([C:2]2[CH:11]=[CH:10][C:9]3[C:8]([C:12]([NH:14][CH2:15][CH:16]4[CH2:21][CH2:20][CH2:19][CH2:18][CH2:17]4)=[O:13])=[C:7]([Cl:22])[CH:6]=[CH:5][C:4]=3[N:3]=2)[CH2:24]1, predict the reactants needed to synthesize it. The reactants are: Cl[C:2]1[CH:11]=[CH:10][C:9]2[C:8]([C:12]([NH:14][CH2:15][CH:16]3[CH2:21][CH2:20][CH2:19][CH2:18][CH2:17]3)=[O:13])=[C:7]([Cl:22])[CH:6]=[CH:5][C:4]=2[N:3]=1.[NH:23]1[CH2:27][CH2:26][C@H:25]([NH2:28])[CH2:24]1. (2) Given the product [CH3:1][NH:2][S:3]([C:6]1[S:10][C:9]([NH:11][C:28]([N:18]([CH:12]2[CH2:13][CH2:14][CH2:15][CH2:16][CH2:17]2)[C@H:19]2[CH2:20][CH2:21][C@H:22]([CH3:25])[CH2:23][CH2:24]2)=[O:29])=[N:8][CH:7]=1)(=[O:4])=[O:5], predict the reactants needed to synthesize it. The reactants are: [CH3:1][NH:2][S:3]([C:6]1[S:10][C:9]([NH2:11])=[N:8][CH:7]=1)(=[O:5])=[O:4].[CH:12]1([NH:18][C@H:19]2[CH2:24][CH2:23][C@H:22]([CH3:25])[CH2:21][CH2:20]2)[CH2:17][CH2:16][CH2:15][CH2:14][CH2:13]1.C1C[O:29][CH2:28]C1. (3) The reactants are: [CH3:1][O:2][C:3]1[CH:11]=[C:10]([O:12][CH3:13])[CH:9]=[CH:8][C:4]=1[C:5](Cl)=[O:6].[Br:14][C:15]1[CH:16]=[C:17]2[C:22](=[CH:23][CH:24]=1)[N:21]1[CH:25]=[CH:26][CH:27]=[C:20]1[CH:19]([CH3:28])[NH:18]2. Given the product [Br:14][C:15]1[CH:16]=[C:17]2[C:22](=[CH:23][CH:24]=1)[N:21]1[CH:25]=[CH:26][CH:27]=[C:20]1[CH:19]([CH3:28])[N:18]2[C:5](=[O:6])[C:4]1[CH:8]=[CH:9][C:10]([O:12][CH3:13])=[CH:11][C:3]=1[O:2][CH3:1], predict the reactants needed to synthesize it. (4) Given the product [CH2:31]([N:30]([CH3:29])[C:26]([C@H:24]1[CH2:23][CH2:22][C:21]2[C:14]3[C:13]([NH:12][C:4]4[CH:5]=[C:6]5[CH:11]=[N:10][NH:9][C:7]5=[N:8][C:3]=4[O:2][CH3:1])=[N:18][CH:17]=[N:16][C:15]=3[S:19][C:20]=2[CH2:25]1)=[O:27])[CH2:32][CH2:33][CH3:34], predict the reactants needed to synthesize it. The reactants are: [CH3:1][O:2][C:3]1[N:8]=[C:7]2[NH:9][N:10]=[CH:11][C:6]2=[CH:5][C:4]=1[NH:12][C:13]1[C:14]2[C:21]3[CH2:22][CH2:23][C@H:24]([C:26](O)=[O:27])[CH2:25][C:20]=3[S:19][C:15]=2[N:16]=[CH:17][N:18]=1.[CH3:29][NH:30][CH2:31][CH2:32][CH2:33][CH3:34]. (5) Given the product [CH2:31]([NH:35][C:2]1[CH:10]=[CH:9][C:8]2[N:7](/[CH:11]=[C:12](/[C:14]3[CH:19]=[CH:18][N:17]=[CH:16][CH:15]=3)\[CH3:13])[C:6]3[CH2:20][CH2:21][N:22]([CH3:24])[CH2:23][C:5]=3[C:4]=2[CH:3]=1)[CH2:32][CH2:33][CH3:34], predict the reactants needed to synthesize it. The reactants are: Cl[C:2]1[CH:10]=[CH:9][C:8]2[N:7]([CH:11]=[C:12]([C:14]3[CH:19]=[CH:18][N:17]=[CH:16][CH:15]=3)[CH3:13])[C:6]3[CH2:20][CH2:21][N:22]([CH3:24])[CH2:23][C:5]=3[C:4]=2[CH:3]=1.CC(C)([O-])C.[Na+].[CH2:31]([NH2:35])[CH2:32][CH2:33][CH3:34]. (6) Given the product [Cl:37][C:38]1[C:39]([F:41])=[CH:25][CH:24]=[C:30]2[C:29]=1[C:27]([C:26]([OH:31])=[O:48])=[CH:4][NH:3]2, predict the reactants needed to synthesize it. The reactants are: CC1(C)CCC[C:4](C)(C)[NH:3]1.CN(CCN(CCN(C)C)C)C.C[C:24]1[CH:25]=[C:26]([OH:31])[C:27](=[CH:29][CH:30]=1)O.[Li]CCCC.[Cl:37][C:38](Cl)(F)[C:39](Cl)([F:41])F.C1C[O:48]CC1. (7) Given the product [Cl:1][C:2]1[N:3]=[CH:4][C:5]2[NH:24][C:11](=[O:13])[C:10]([CH3:16])([CH3:15])[CH2:9][N:8]([C@@H:17]3[CH2:21][CH2:20][C:19]([F:22])([F:23])[CH2:18]3)[C:6]=2[N:7]=1, predict the reactants needed to synthesize it. The reactants are: [Cl:1][C:2]1[N:7]=[C:6]([N:8]([C@@H:17]2[CH2:21][CH2:20][C:19]([F:23])([F:22])[CH2:18]2)[CH2:9][C:10]([CH3:16])([CH3:15])[C:11]([O:13]C)=O)[C:5]([N+:24]([O-])=O)=[CH:4][N:3]=1. (8) Given the product [Na+:68].[CH3:32][C:30]1[CH:31]=[C:26]([CH:27]=[C:28]([CH3:61])[C:29]=1[S:33]([N:36]1[C:40]2[CH:41]=[CH:42][CH:43]=[CH:44][C:39]=2[N:38]=[C:37]1[S:45]([CH2:47][C:48]1[C:53]([CH3:54])=[C:52]([O:55][CH2:56][C:57]([F:58])([F:59])[F:60])[CH:51]=[CH:50][N:49]=1)=[O:46])(=[O:35])=[O:34])[O:25][CH2:24][C:23]([NH:22][CH2:21][CH2:20][CH2:19][CH2:18][CH2:17][C:16]([O-:63])=[O:15])=[O:62], predict the reactants needed to synthesize it. The reactants are: [N+](C1C=C(S(CC[O:15][C:16](=[O:63])[CH2:17][CH2:18][CH2:19][CH2:20][CH2:21][NH:22][C:23](=[O:62])[CH2:24][O:25][C:26]2[CH:31]=[C:30]([CH3:32])[C:29]([S:33]([N:36]3[C:40]4[CH:41]=[CH:42][CH:43]=[CH:44][C:39]=4[N:38]=[C:37]3[S:45]([CH2:47][C:48]3[C:53]([CH3:54])=[C:52]([O:55][CH2:56][C:57]([F:60])([F:59])[F:58])[CH:51]=[CH:50][N:49]=3)=[O:46])(=[O:35])=[O:34])=[C:28]([CH3:61])[CH:27]=2)(=O)=O)C=CC=1)([O-])=O.C([O-])(O)=O.[Na+:68].